Dataset: Forward reaction prediction with 1.9M reactions from USPTO patents (1976-2016). Task: Predict the product of the given reaction. (1) Given the reactants Br[C:2]1[C:10]2[N:9]3[CH2:11][CH2:12][CH2:13][NH:14][C:15](=[O:16])[C:8]3=[C:7]([CH3:17])[C:6]=2[CH:5]=[C:4]([C:18]#[N:19])[CH:3]=1.[N:20]1[CH:25]=[CH:24][CH:23]=[C:22](B(O)O)[CH:21]=1, predict the reaction product. The product is: [CH3:17][C:7]1[C:6]2[CH:5]=[C:4]([C:18]#[N:19])[CH:3]=[C:2]([C:22]3[CH:21]=[N:20][CH:25]=[CH:24][CH:23]=3)[C:10]=2[N:9]2[CH2:11][CH2:12][CH2:13][NH:14][C:15](=[O:16])[C:8]=12. (2) Given the reactants Cl[C:2]1[N:3]=[C:4]([N:25]2[CH2:30][CH2:29][O:28][CH2:27][CH2:26]2)[C:5]2[N:11]=[C:10]([CH2:12][N:13]3[CH2:16][CH:15]([N:17]4[CH2:22][CH2:21][C:20]([F:24])([F:23])[CH2:19][CH2:18]4)[CH2:14]3)[CH:9]=[CH:8][C:6]=2[N:7]=1.[Si]([N:38]1[C:46]2[C:41](=[C:42](B3OC(C)(C)C(C)(C)O3)[C:43]([F:47])=[CH:44][CH:45]=2)[CH:40]=[CH:39]1)(C(C)(C)C)(C)C, predict the reaction product. The product is: [F:23][C:20]1([F:24])[CH2:21][CH2:22][N:17]([CH:15]2[CH2:16][N:13]([CH2:12][C:10]3[CH:9]=[CH:8][C:6]4[N:7]=[C:2]([C:42]5[C:43]([F:47])=[CH:44][CH:45]=[C:46]6[C:41]=5[CH:40]=[CH:39][NH:38]6)[N:3]=[C:4]([N:25]5[CH2:30][CH2:29][O:28][CH2:27][CH2:26]5)[C:5]=4[N:11]=3)[CH2:14]2)[CH2:18][CH2:19]1. (3) Given the reactants [S:1]1[C:5]2[CH:6]=[CH:7][CH:8]=[CH:9][C:4]=2[CH:3]=[C:2]1[C:10]12[CH2:15][CH:14]1[CH2:13][NH:12][CH2:11]2.C=O.[C:18](O[BH-](OC(=O)C)OC(=O)C)(=O)C.[Na+].[OH-].[Na+].[Cl:34]CCCl, predict the reaction product. The product is: [ClH:34].[S:1]1[C:5]2[CH:6]=[CH:7][CH:8]=[CH:9][C:4]=2[CH:3]=[C:2]1[C:10]12[CH2:15][CH:14]1[CH2:13][N:12]([CH3:18])[CH2:11]2. (4) The product is: [Cl:16][C:9]1[N:10]=[CH:11][C:2]([I:1])=[C:3]2[C:8]=1[N:7]=[C:6]([CH3:13])[CH:5]=[CH:4]2. Given the reactants [I:1][C:2]1[C:3]2[CH:4]=[CH:5][C:6]([CH3:13])=[N:7][C:8]=2[C:9](=O)[NH:10][CH:11]=1.P(Cl)(Cl)([Cl:16])=O, predict the reaction product. (5) The product is: [ClH:22].[C:1]([C:5]1[CH:10]=[CH:9][C:8]([C:11]2[N:12]([C:30]([N:43]3[CH2:44][CH2:45][N:40]([CH2:39][CH2:38][O:37][CH3:36])[CH2:41][CH2:42]3)=[O:31])[C@H:13]([C:23]3[CH:24]=[CH:25][C:26]([Cl:29])=[CH:27][CH:28]=3)[C@H:14]([C:16]3[CH:17]=[CH:18][C:19]([Cl:22])=[CH:20][CH:21]=3)[N:15]=2)=[C:7]([O:33][CH2:34][CH3:35])[CH:6]=1)([CH3:4])([CH3:2])[CH3:3]. Given the reactants [C:1]([C:5]1[CH:10]=[CH:9][C:8]([C:11]2[N:12]([C:30](Cl)=[O:31])[C@H:13]([C:23]3[CH:28]=[CH:27][C:26]([Cl:29])=[CH:25][CH:24]=3)[C@H:14]([C:16]3[CH:21]=[CH:20][C:19]([Cl:22])=[CH:18][CH:17]=3)[N:15]=2)=[C:7]([O:33][CH2:34][CH3:35])[CH:6]=1)([CH3:4])([CH3:3])[CH3:2].[CH3:36][O:37][CH2:38][CH2:39][N:40]1[CH2:45][CH2:44][NH:43][CH2:42][CH2:41]1, predict the reaction product. (6) Given the reactants [C:1]([NH:9][C:10]1[C:18]2[C:13](=[N:14][CH:15]=[CH:16][C:17]=2[N:19]2[CH2:24][CH2:23][N:22]([C:25](=[O:36])[CH2:26][CH2:27][NH:28]C(=O)OC(C)(C)C)[CH2:21][CH2:20]2)[NH:12][CH:11]=1)(=[O:8])[C:2]1[CH:7]=[CH:6][CH:5]=[N:4][CH:3]=1.C(O)(C(F)(F)F)=O, predict the reaction product. The product is: [NH2:28][CH2:27][CH2:26][C:25]([N:22]1[CH2:23][CH2:24][N:19]([C:17]2[CH:16]=[CH:15][N:14]=[C:13]3[NH:12][CH:11]=[C:10]([NH:9][C:1](=[O:8])[C:2]4[CH:7]=[CH:6][CH:5]=[N:4][CH:3]=4)[C:18]=23)[CH2:20][CH2:21]1)=[O:36].